From a dataset of Catalyst prediction with 721,799 reactions and 888 catalyst types from USPTO. Predict which catalyst facilitates the given reaction. (1) Reactant: [CH3:1][N:2]1[CH2:7][CH2:6][NH:5][CH2:4][CH2:3]1.CCN(C(C)C)C(C)C.[CH2:17]([O:19][C:20](=[O:32])[CH2:21][C:22]1[CH:27]=[CH:26][C:25]([S:28](Cl)(=[O:30])=[O:29])=[CH:24][CH:23]=1)[CH3:18]. Product: [CH2:17]([O:19][C:20](=[O:32])[CH2:21][C:22]1[CH:27]=[CH:26][C:25]([S:28]([N:5]2[CH2:6][CH2:7][N:2]([CH3:1])[CH2:3][CH2:4]2)(=[O:29])=[O:30])=[CH:24][CH:23]=1)[CH3:18]. The catalyst class is: 2. (2) Product: [CH3:11][C:5]1[CH:6]=[C:7]([CH:8]=[CH:9][C:4]=1[N+:1]([O-:3])=[O:2])[O:10][CH2:14][C:15]1[N:20]=[CH:19][CH:18]=[CH:17][N:16]=1. Reactant: [N+:1]([C:4]1[C:5]([CH3:11])=[CH:6][C:7]([OH:10])=[CH:8][CH:9]=1)([O-:3])=[O:2].Cl.Cl[CH2:14][C:15]1[N:20]=[CH:19][CH:18]=[CH:17][N:16]=1.C(=O)([O-])[O-].[K+].[K+]. The catalyst class is: 9. (3) Reactant: [CH2:1]([O:8][CH2:9][CH2:10][O:11][C:12]1[CH:19]=[CH:18][C:15]([CH:16]=[O:17])=[CH:14][C:13]=1[OH:20])[C:2]1[CH:7]=[CH:6][CH:5]=[CH:4][CH:3]=1.[C:21](OC(O[C:21]([CH3:24])([CH3:23])[CH3:22])N(C)C)([CH3:24])([CH3:23])[CH3:22]. Product: [CH2:1]([O:8][CH2:9][CH2:10][O:11][C:12]1[CH:19]=[CH:18][C:15]([CH:16]=[O:17])=[CH:14][C:13]=1[O:20][C:21]([CH3:24])([CH3:23])[CH3:22])[C:2]1[CH:3]=[CH:4][CH:5]=[CH:6][CH:7]=1. The catalyst class is: 451. (4) Reactant: C(OC([N:8]1[CH2:17][CH2:16][C:15]2[C:10](=[CH:11][CH:12]=[C:13]([Cl:18])[CH:14]=2)[CH:9]1[C:19](=[O:29])[NH:20][C:21]1[C:26]([F:27])=[CH:25][CH:24]=[CH:23][C:22]=1[F:28])=O)(C)(C)C.C(O)(C(F)(F)F)=O. Product: [F:28][C:22]1[CH:23]=[CH:24][CH:25]=[C:26]([F:27])[C:21]=1[NH:20][C:19]([CH:9]1[C:10]2[C:15](=[CH:14][C:13]([Cl:18])=[CH:12][CH:11]=2)[CH2:16][CH2:17][NH:8]1)=[O:29]. The catalyst class is: 2.